Dataset: Forward reaction prediction with 1.9M reactions from USPTO patents (1976-2016). Task: Predict the product of the given reaction. (1) Given the reactants [CH:1]1([CH2:7][C:8]2[N:9]=[C:10]([C:13]3[O:17][C:16]([CH2:18][C:19]([CH3:24])([CH3:23])[C:20]([OH:22])=[O:21])=[N:15][N:14]=3)[S:11][CH:12]=2)[CH2:6][CH2:5][CH2:4][CH2:3][CH2:2]1.Br[C:26]1[CH:31]=[CH:30][C:29]([S:32]([NH:35][C@@H:36]([CH3:41])[C:37]([F:40])([F:39])[F:38])(=[O:34])=[O:33])=[C:28]([F:42])[C:27]=1[CH:43]([F:45])[F:44], predict the reaction product. The product is: [CH:1]1([CH2:7][C:8]2[N:9]=[C:10]([C:13]3[O:17][C:16]([CH2:18][C:19]([CH3:24])([CH3:23])[C:20]([OH:22])=[O:21])=[N:15][N:14]=3)[S:11][C:12]=2[C:26]2[CH:31]=[CH:30][C:29]([S:32](=[O:33])(=[O:34])[NH:35][C@@H:36]([CH3:41])[C:37]([F:40])([F:39])[F:38])=[C:28]([F:42])[C:27]=2[CH:43]([F:45])[F:44])[CH2:2][CH2:3][CH2:4][CH2:5][CH2:6]1. (2) Given the reactants [NH2:1][C:2]1[C:11]2[N:10]=[CH:9][C:8]([CH2:12][CH2:13][C:14]3[CH:19]=[CH:18][C:17]([OH:20])=[CH:16][C:15]=3[CH3:21])=[CH:7][C:6]=2[C:5]2[CH:22]=[CH:23][C:24]([CH3:26])=[CH:25][C:4]=2[N:3]=1.C(=O)([O-])[O-].[K+].[K+].Br[CH2:34][CH2:35][CH:36]([CH3:38])[CH3:37], predict the reaction product. The product is: [CH2:34]([O:20][C:17]1[CH:18]=[CH:19][C:14]([CH2:13][CH2:12][C:8]2[CH:9]=[N:10][C:11]3[C:6]([CH:7]=2)=[C:5]2[CH:22]=[CH:23][C:24]([CH3:26])=[CH:25][C:4]2=[N:3][C:2]=3[NH2:1])=[C:15]([CH3:21])[CH:16]=1)[CH2:35][CH:36]([CH3:38])[CH3:37]. (3) Given the reactants CC(OI1(OC(C)=O)(OC(C)=O)OC(=O)C2C1=CC=CC=2)=O.[F:23][C:24]([F:42])([F:41])[C:25]1[N:29]2[N:30]=[C:31]([N:34]3[CH2:39][CH2:38][CH:37]([OH:40])[CH2:36][CH2:35]3)[CH2:32][CH2:33][C:28]2=[N:27][N:26]=1, predict the reaction product. The product is: [F:42][C:24]([F:23])([F:41])[C:25]1[N:29]2[N:30]=[C:31]([N:34]3[CH2:39][CH2:38][C:37](=[O:40])[CH2:36][CH2:35]3)[CH2:32][CH2:33][C:28]2=[N:27][N:26]=1. (4) Given the reactants [CH2:1]([O:8][C:9]1[N:14]=[C:13](Cl)[N:12]=[C:11]([Cl:16])[N:10]=1)[C:2]1[CH:7]=[CH:6][CH:5]=[CH:4][CH:3]=1.[C:17]1([OH:23])[CH:22]=[CH:21][CH:20]=[CH:19][CH:18]=1.C(N(CC)C(C)C)(C)C, predict the reaction product. The product is: [CH2:1]([O:8][C:9]1[N:10]=[C:11]([Cl:16])[N:12]=[C:13]([O:23][C:17]2[CH:22]=[CH:21][CH:20]=[CH:19][CH:18]=2)[N:14]=1)[C:2]1[CH:3]=[CH:4][CH:5]=[CH:6][CH:7]=1. (5) Given the reactants [NH2:1][C:2]1[C:3]([C:8]([OH:10])=[O:9])=[N:4][CH:5]=[CH:6][N:7]=1.C(N(C(C)C)CC)(C)C.[C:20](Cl)(=[O:25])[CH2:21][CH:22]([CH3:24])[CH3:23], predict the reaction product. The product is: [CH3:23][CH:22]([CH3:24])[CH2:21][C:20]([NH:1][C:2]1[C:3]([C:8]([OH:10])=[O:9])=[N:4][CH:5]=[CH:6][N:7]=1)=[O:25]. (6) Given the reactants [C:1]([C:4]1[C:12]2[C:7](=[CH:8][CH:9]=[C:10]([OH:13])[CH:11]=2)[N:6]([CH2:14][C:15]([O:17][C:18]([CH3:21])([CH3:20])[CH3:19])=[O:16])[CH:5]=1)(=[O:3])[CH3:2].[Br:22][C:23]1[CH:24]=[N:25][C:26](F)=[N:27][CH:28]=1.C([O-])([O-])=O.[Cs+].[Cs+].C1(P(C2C=CC=CC=2)C2C3OC4C(=CC=CC=4P(C4C=CC=CC=4)C4C=CC=CC=4)C(C)(C)C=3C=CC=2)C=CC=CC=1, predict the reaction product. The product is: [C:1]([C:4]1[C:12]2[C:7](=[CH:8][CH:9]=[C:10]([O:13][C:26]3[N:27]=[CH:28][C:23]([Br:22])=[CH:24][N:25]=3)[CH:11]=2)[N:6]([CH2:14][C:15]([O:17][C:18]([CH3:21])([CH3:20])[CH3:19])=[O:16])[CH:5]=1)(=[O:3])[CH3:2].